From a dataset of Reaction yield outcomes from USPTO patents with 853,638 reactions. Predict the reaction yield, written as a fraction of the theoretical maximum amount of product (1.0 means a 100% yield; for example, 0.34 means a 34% yield). The catalyst is C1COCC1.Cl. The reactants are [NH:1]1[CH2:6][CH2:5][O:4][CH2:3][CH2:2]1.[Cl:7][C:8]1[CH:9]=[CH:10][C:11]([N+:16]([O-:18])=[O:17])=[C:12]([CH:15]=1)[CH:13]=O.C(O[BH-](OC(=O)C)OC(=O)C)(=O)C.[Na+].CC(O)=O.C([O-])([O-])=O.[Na+].[Na+]. The yield is 0.740. The product is [Cl:7][C:8]1[CH:9]=[CH:10][C:11]([N+:16]([O-:18])=[O:17])=[C:12]([CH:15]=1)[CH2:13][N:1]1[CH2:6][CH2:5][O:4][CH2:3][CH2:2]1.